Dataset: Reaction yield outcomes from USPTO patents with 853,638 reactions. Task: Predict the reaction yield, written as a fraction of the theoretical maximum amount of product (1.0 means a 100% yield; for example, 0.34 means a 34% yield). (1) The catalyst is CS(O)(=O)=O. The product is [Cl:11][CH2:12][C:13]1[C:5]2[C:3](=[C:2]([F:1])[C:8]([OH:9])=[C:7]([F:10])[CH:6]=2)[O:4][C:15](=[O:16])[CH:14]=1. The reactants are [F:1][C:2]1[C:8]([OH:9])=[C:7]([F:10])[CH:6]=[CH:5][C:3]=1[OH:4].[Cl:11][CH2:12][C:13](=O)[CH2:14][C:15](OCC)=[O:16].O. The yield is 0.250. (2) The yield is 0.440. The product is [C:1]([O:4][CH2:38][C:37](=[O:40])[CH2:36][C:29]1[C:30]2[C:35](=[CH:34][CH:33]=[CH:32][CH:31]=2)[N:27]([C:25]([O:24][CH2:17][C:18]2[CH:23]=[CH:22][CH:21]=[CH:20][CH:19]=2)=[O:26])[CH:28]=1)(=[O:3])[CH3:2]. No catalyst specified. The reactants are [C:1]([O:4]CC(=O)CC1C=CC(Cl)=C(Cl)C=1)(=[O:3])[CH3:2].[CH2:17]([O:24][C:25]([N:27]1[C:35]2[C:30](=[CH:31][CH:32]=[CH:33][CH:34]=2)[C:29]([CH2:36][C:37](=[O:40])[CH2:38]Cl)=[CH:28]1)=[O:26])[C:18]1[CH:23]=[CH:22][CH:21]=[CH:20][CH:19]=1.C(O)(=O)C.C(N(CC)CC)C. (3) The reactants are [Cl:1][C:2]1[CH:7]=[CH:6][CH:5]=[C:4]([Cl:8])[C:3]=1[SH:9].[H-].[Na+].[Cl:12][C:13]1[CH:18]=[C:17]([N+]([O-])=O)[CH:16]=[CH:15][N:14]=1. No catalyst specified. The product is [Cl:12][C:13]1[CH:18]=[C:17]([S:9][C:3]2[C:2]([Cl:1])=[CH:7][CH:6]=[CH:5][C:4]=2[Cl:8])[CH:16]=[CH:15][N:14]=1. The yield is 0.500. (4) The reactants are [F:1][C:2]1[CH:8]=[CH:7][CH:6]=[C:5]([F:9])[C:3]=1[NH2:4].[H-].[Na+].[Cl:12][C:13]1[C:18]([C:19]#[N:20])=[C:17](Cl)[N:16]=[C:15]([S:22][CH3:23])[N:14]=1. The catalyst is CS(C)=O.CCOC(C)=O. The product is [Cl:12][C:13]1[C:18]([C:19]#[N:20])=[C:17]([NH:4][C:3]2[C:2]([F:1])=[CH:8][CH:7]=[CH:6][C:5]=2[F:9])[N:16]=[C:15]([S:22][CH3:23])[N:14]=1. The yield is 0.820. (5) The reactants are [C:1]([O:5][C:6]([N:8]1[CH2:12][CH2:11][CH2:10][CH:9]1[C:13]([OH:15])=[O:14])=[O:7])([CH3:4])([CH3:3])[CH3:2].C(N(CC)CC)C.Br[CH2:24][C:25]([C:27]1[C:36]2[C:31](=[CH:32][CH:33]=[CH:34][CH:35]=2)[C:30]([Br:37])=[CH:29][CH:28]=1)=[O:26]. The catalyst is C(#N)C. The product is [C:1]([O:5][C:6]([N:8]1[CH2:12][CH2:11][CH2:10][CH:9]1[C:13]([O:15][CH2:24][C:25]([C:27]1[C:36]2[C:31](=[CH:32][CH:33]=[CH:34][CH:35]=2)[C:30]([Br:37])=[CH:29][CH:28]=1)=[O:26])=[O:14])=[O:7])([CH3:4])([CH3:2])[CH3:3]. The yield is 0.950. (6) The product is [Cl:25][C:19]1[CH:20]=[C:21]([Cl:24])[CH:22]=[CH:23][C:18]=1[NH:17][C:15]1[NH:14][C:3]2[C:4]([N:9]([CH2:12][CH3:13])[CH2:10][CH3:11])=[CH:5][CH:6]=[C:7]([F:8])[C:2]=2[N:1]=1. The reactants are [NH2:1][C:2]1[C:7]([F:8])=[CH:6][CH:5]=[C:4]([N:9]([CH2:12][CH3:13])[CH2:10][CH3:11])[C:3]=1[NH:14][C:15]([NH:17][C:18]1[CH:23]=[CH:22][C:21]([Cl:24])=[CH:20][C:19]=1[Cl:25])=S.Cl.C(N=C=NCCCN(C)C)C.C(N(CC)CC)C. The yield is 0.700. The catalyst is O1CCCC1.C(OCC)(=O)C. (7) The reactants are [CH2:1]([N:8]([CH2:17][CH2:18]O)[CH2:9][C:10]([O:12][C:13]([CH3:16])([CH3:15])[CH3:14])=[O:11])[C:2]1[CH:7]=[CH:6][CH:5]=[CH:4][CH:3]=1.C1C=CC(P(C2C=CC=CC=2)C2C=CC=CC=2)=CC=1.C1C(=O)N([Br:46])C(=O)C1. The catalyst is C(Cl)Cl.CCOCC. The product is [CH2:1]([N:8]([CH2:17][CH2:18][Br:46])[CH2:9][C:10]([O:12][C:13]([CH3:16])([CH3:15])[CH3:14])=[O:11])[C:2]1[CH:7]=[CH:6][CH:5]=[CH:4][CH:3]=1. The yield is 0.504. (8) The reactants are C[O:2][C:3]([C:5]1[C:13]([NH:14][C:15]2[CH:20]=[CH:19][C:18]([Br:21])=[CH:17][C:16]=2[CH3:22])=[C:12]([F:23])[C:8]2[NH:9][CH:10]=[N:11][C:7]=2[CH:6]=1)=[O:4].[OH-].[Na+].Cl. The catalyst is CO.C(OCC)(=O)C.O. The product is [F:23][C:12]1[C:8]2[NH:9][CH:10]=[N:11][C:7]=2[CH:6]=[C:5]([C:3]([OH:4])=[O:2])[C:13]=1[NH:14][C:15]1[CH:20]=[CH:19][C:18]([Br:21])=[CH:17][C:16]=1[CH3:22]. The yield is 0.950.